The task is: Predict the reactants needed to synthesize the given product.. This data is from Full USPTO retrosynthesis dataset with 1.9M reactions from patents (1976-2016). (1) Given the product [C:7]([C:1]1[CH:6]=[CH:5][CH:4]=[CH:3][CH:2]=1)(=[O:10])[CH:8]=[CH2:9], predict the reactants needed to synthesize it. The reactants are: [CH:1]1[CH:6]=[CH:5][CH:4]=[CH:3][CH:2]=1.[C:7](Cl)(=[O:10])[CH:8]=[CH2:9].[Cl-].[Al+3].[Cl-].[Cl-].Cl. (2) Given the product [F:19][C:20]1[CH:21]=[CH:22][C:23]2[S:27][C:26](=[N:28][C:29](=[O:37])[C:30]3[CH:31]=[CH:32][C:33]([CH3:36])=[CH:34][CH:35]=3)[N:25]([CH:38]([CH2:43][CH3:44])[C:39]([O:41][CH3:42])=[O:40])[C:24]=2[CH:45]=1.[F:19][C:20]1[CH:21]=[CH:22][C:23]2[S:27][C:26](=[N:28][C:29](=[O:37])[C:30]3[CH:31]=[CH:32][C:33]([CH3:36])=[CH:34][CH:35]=3)[N:25]([CH:38]([CH2:43][CH3:44])[C:39]([OH:41])=[O:40])[C:24]=2[CH:45]=1, predict the reactants needed to synthesize it. The reactants are: FC1C=CC(F)=CC=1N.BrC1C=CC(Br)=CC=1N.[F:19][C:20]1[CH:21]=[CH:22][C:23]2[S:27][C:26](=[N:28][C:29](=[O:37])[C:30]3[CH:35]=[CH:34][C:33]([CH3:36])=[CH:32][CH:31]=3)[N:25]([CH:38]([CH2:43][CH3:44])[C:39]([O:41][CH3:42])=[O:40])[C:24]=2[CH:45]=1. (3) Given the product [OH:14][CH2:12][C:11]1[CH:10]=[CH:9][C:8]([NH:7][C:17]2([C:5]#[N:6])[CH2:20][CH2:19][CH2:18]2)=[CH:16][CH:15]=1, predict the reactants needed to synthesize it. The reactants are: C[Si]([C:5]#[N:6])(C)C.[NH2:7][C:8]1[CH:16]=[CH:15][C:11]([C:12]([OH:14])=O)=[CH:10][CH:9]=1.[C:17]1(=O)[CH2:20][CH2:19][CH2:18]1. (4) Given the product [CH2:32]([C:31]([OH:34])([CH2:35][CH3:36])[CH2:30][O:29][CH2:28][C:20]1[C@:21]2([CH2:23][CH2:24][C@H:25]3[C:16](=[CH:15][CH:14]=[C:13]4[C@:26]3([CH3:27])[C@@H:9]([OH:8])[CH2:10][C@H:11]([OH:37])[CH2:12]4)[C@@H:17]2[CH2:18][CH:19]=1)[CH3:22])[CH3:33], predict the reactants needed to synthesize it. The reactants are: [Si]([O:8][C@@H:9]1[C@@:26]2([CH3:27])[C:13](=[CH:14][CH:15]=[C:16]3[C@@H:25]2[CH2:24][CH2:23][C@@:21]2([CH3:22])[C@H:17]3[CH2:18][CH:19]=[C:20]2[CH2:28][O:29][CH2:30][C:31]([CH2:35][CH3:36])([OH:34])[CH2:32][CH3:33])[CH2:12][C@@H:11]([O:37][Si](C(C)(C)C)(C)C)[CH2:10]1)(C(C)(C)C)(C)C.O1CCCC1.[F-].C([N+](CCCC)(CCCC)CCCC)CCC.